Task: Predict the reactants needed to synthesize the given product.. Dataset: Full USPTO retrosynthesis dataset with 1.9M reactions from patents (1976-2016) (1) Given the product [Cl:1][C:2]1[CH:7]=[C:6]([Cl:8])[CH:5]=[CH:4][C:3]=1[C@:9]1([CH2:32][N:33]2[CH:37]=[CH:36][N:35]=[CH:34]2)[O:13][C@@H:12]([CH2:14][O:15][C:16]2[CH:21]=[CH:20][C:19]([N:22]3[CH2:27][CH2:26][N:25]([S:28]([CH3:31])(=[O:30])=[O:29])[CH2:24][CH2:23]3)=[CH:18][CH:17]=2)[CH2:11][O:10]1, predict the reactants needed to synthesize it. The reactants are: [Cl:1][C:2]1[CH:7]=[C:6]([Cl:8])[CH:5]=[CH:4][C:3]=1[C@@:9]1([CH2:32][N:33]2[CH:37]=[CH:36][N:35]=[CH:34]2)[O:13][C@H:12]([CH2:14][O:15][C:16]2[CH:21]=[CH:20][C:19]([N:22]3[CH2:27][CH2:26][N:25]([S:28]([CH3:31])(=[O:30])=[O:29])[CH2:24][CH2:23]3)=[CH:18][CH:17]=2)[CH2:11][O:10]1.ClC1C=C(Cl)C=CC=1[C@]1(CN2C=CN=C2)O[C@@H](COC2C=CC(N3CCNCC3)=CC=2)CO1.ClC1C=C(Cl)C=CC=1[C@@]1(CN2C=CN=C2)O[C@H](COC2C=CC(N3CCNCC3)=CC=2)CO1. (2) Given the product [Cl:21][C:4]1[CH:3]=[C:2]([C:22]#[C:23][CH3:24])[CH:7]=[C:6]([O:8][CH3:9])[C:5]=1[C:10]1[C:11](=[O:20])[CH:12]([CH2:17][C:18]#[CH:19])[CH2:13][C:14]=1[O:15][CH3:16], predict the reactants needed to synthesize it. The reactants are: Br[C:2]1[CH:7]=[C:6]([O:8][CH3:9])[C:5]([C:10]2[C:11](=[O:20])[CH:12]([CH2:17][C:18]#[CH:19])[CH2:13][C:14]=2[O:15][CH3:16])=[C:4]([Cl:21])[CH:3]=1.[C:22](O)(=O)[C:23]#[C:24]C.C1(P(C2C=CC=CC=2)CCCCP(C2C=CC=CC=2)C2C=CC=CC=2)C=CC=CC=1.[F-].C([N+](CCCC)(CCCC)CCCC)CCC.O1CCCC1. (3) Given the product [C:1]([O:5][C:6]([N:8]1[CH2:12][C@H:11]([OH:13])[C@@H:10]([NH:14][C:21]([C:19]2[S:20][C:16]([Cl:15])=[CH:17][CH:18]=2)=[O:22])[CH2:9]1)=[O:7])([CH3:4])([CH3:2])[CH3:3], predict the reactants needed to synthesize it. The reactants are: [C:1]([O:5][C:6]([N:8]1[CH2:12][C@H:11]([OH:13])[C@@H:10]([NH2:14])[CH2:9]1)=[O:7])([CH3:4])([CH3:3])[CH3:2].[Cl:15][C:16]1[S:20][C:19]([C:21](O)=[O:22])=[CH:18][CH:17]=1. (4) Given the product [NH:1]1[C:9]2[C:4](=[CH:5][CH:6]=[CH:7][CH:8]=2)[C:3]([C:10]([Cl:15])=[O:12])=[CH:2]1, predict the reactants needed to synthesize it. The reactants are: [NH:1]1[C:9]2[C:4](=[CH:5][CH:6]=[CH:7][CH:8]=2)[C:3]([C:10]([OH:12])=O)=[CH:2]1.S(Cl)([Cl:15])=O. (5) Given the product [N:25]1[CH:26]=[CH:27][CH:28]=[C:23]([C:19]2[CH:18]=[C:17]([C:16]3[CH2:15][C:14](=[O:13])[NH:8][C:1]4[CH:6]=[CH:5][CH:4]=[CH:3][C:2]=4[N:7]=3)[CH:22]=[CH:21][CH:20]=2)[CH:24]=1, predict the reactants needed to synthesize it. The reactants are: [C:1]1([NH2:8])[CH:6]=[CH:5][CH:4]=[CH:3][C:2]=1[NH2:7].C([O:13][C:14](=O)[CH2:15][C:16](=O)[C:17]1[CH:22]=[CH:21][CH:20]=[C:19]([C:23]2[CH:24]=[N:25][CH:26]=[CH:27][CH:28]=2)[CH:18]=1)(C)(C)C. (6) Given the product [CH:16]([NH:19][C:2]1[CH:9]=[CH:8][CH:7]=[C:6]([C:10]2[CH:15]=[CH:14][CH:13]=[CH:12][CH:11]=2)[C:3]=1[C:4]#[N:5])([CH3:18])[CH3:17], predict the reactants needed to synthesize it. The reactants are: F[C:2]1[CH:9]=[CH:8][CH:7]=[C:6]([C:10]2[CH:15]=[CH:14][CH:13]=[CH:12][CH:11]=2)[C:3]=1[C:4]#[N:5].[CH:16]([NH2:19])([CH3:18])[CH3:17].